Dataset: Reaction yield outcomes from USPTO patents with 853,638 reactions. Task: Predict the reaction yield, written as a fraction of the theoretical maximum amount of product (1.0 means a 100% yield; for example, 0.34 means a 34% yield). (1) The reactants are [C:1]([NH:9][CH2:10][C:11]1([C:17]([O:19]CC)=[O:18])[CH2:16][CH2:15][CH2:14][CH2:13][CH2:12]1)(=[O:8])[C:2]1[CH:7]=[CH:6][CH:5]=[CH:4][CH:3]=1.[OH-].[K+].O. The catalyst is C(O)C. The product is [C:1]([NH:9][CH2:10][C:11]1([C:17]([OH:19])=[O:18])[CH2:16][CH2:15][CH2:14][CH2:13][CH2:12]1)(=[O:8])[C:2]1[CH:7]=[CH:6][CH:5]=[CH:4][CH:3]=1. The yield is 0.740. (2) The product is [Br:1][C:2]1[CH:11]=[C:10]2[C:5]([CH:6]=[C:7]([CH2:12][CH:13]=[O:14])[CH:8]=[N:9]2)=[N:4][CH:3]=1. The yield is 0.950. The catalyst is C1COCC1.C(Cl)Cl. The reactants are [Br:1][C:2]1[CH:3]=[N:4][C:5]2[C:10]([CH:11]=1)=[N:9][CH:8]=[C:7]([CH:12]=[CH:13][O:14]CC)[CH:6]=2.Cl.[OH-].[Na+].